This data is from Antibody developability classification from SAbDab with 2,409 antibodies. The task is: Regression/Classification. Given an antibody's heavy chain and light chain sequences, predict its developability. TAP uses regression for 5 developability metrics; SAbDab uses binary classification. (1) The antibody is ['2atk', 'PROT_7E7F8549']. Result: 0 (not developable). (2) The antibody is ['QVQLVQSGAEVKKPGASVKVSCKASGFNIKDTYIHWVRQAPGQRLEWMGRIDPANGYTKYDPKFQGRVTITADTSASTAYMELSSLRSEDEAVYYCAREGYYGNYGVYAMDYWGQGTLVTVSS', 'DIQMTQSPSSLSASVGDRVTITCKTSQDINKYMAWYQQTPGKAPRLLIHYTSALQPGIPSRFSGSGSGRDYTFTISSLQPEDIATYYCLQYDNLWTFGQGTKVEIK']. Result: 1 (developable). (3) The antibody is ['EVQLVQSGAEVKKPGASVKVSCKASGYTFTDSYMSWVRQAPGQGLEWIGDMYPDNGDSSYNQKFRERVTITRDTSTSTAYLELSSLRSEDTAVYYCVLAPRWYFSVWGQGTLVTVSS', 'DIQMTQSPSSLSASVGDRVTITCRASQDISNYLNWYQQKPGKAPKLLIYYTSRLRSGVPSRFSGSGSGTDFTLTISSLQPEDFATYYCQQGHTLPPTFGQGTKVEIK']. Result: 1 (developable). (4) The antibody is ['EVQLVQSGAEVKKPGASVKVSCEASGYTLTSYDINWVRQATGQGPEWMGWMNANSGNTGYAQKFQGRVTLTGDTSISTAYMELSSLRSEDTAVYYCARSSILVRGALGRYFDLWGRGTLVTVSS', 'DIVMTQSPSILSASVGDRVTITCRASQTISGWLAWYQQKPAEAPKLLIYKASTLESGVPSRFSGSGSGTEFTLTISSLQPDDFGIYYCQQYKSYSFNFGQGTKVEIK']. Result: 0 (not developable).